Predict the reaction yield, written as a fraction of the theoretical maximum amount of product (1.0 means a 100% yield; for example, 0.34 means a 34% yield). From a dataset of Reaction yield outcomes from USPTO patents with 853,638 reactions. (1) The reactants are [C:1]1([C:7]2[N:11]3[N:12]=[C:13](Br)[CH:14]=[C:15]([O:16][CH3:17])[C:10]3=[N:9][C:8]=2[C:19]2[CH:24]=[CH:23][C:22]([C:25]3([NH:29][C:30](=[O:36])[O:31][C:32]([CH3:35])([CH3:34])[CH3:33])[CH2:28][CH2:27][CH2:26]3)=[CH:21][CH:20]=2)[CH:6]=[CH:5][CH:4]=[CH:3][CH:2]=1.C([O-])([O-])=O.[K+].[K+].O.CO[CH2:46][CH2:47]OC. The catalyst is C1C=CC([P]([Pd]([P](C2C=CC=CC=2)(C2C=CC=CC=2)C2C=CC=CC=2)([P](C2C=CC=CC=2)(C2C=CC=CC=2)C2C=CC=CC=2)[P](C2C=CC=CC=2)(C2C=CC=CC=2)C2C=CC=CC=2)(C2C=CC=CC=2)C2C=CC=CC=2)=CC=1. The product is [CH3:17][O:16][C:15]1[C:10]2[N:11]([C:7]([C:1]3[CH:6]=[CH:5][CH:4]=[CH:3][CH:2]=3)=[C:8]([C:19]3[CH:24]=[CH:23][C:22]([C:25]4([NH:29][C:30](=[O:36])[O:31][C:32]([CH3:33])([CH3:34])[CH3:35])[CH2:26][CH2:27][CH2:28]4)=[CH:21][CH:20]=3)[N:9]=2)[N:12]=[C:13]([CH:46]=[CH2:47])[CH:14]=1. The yield is 0.920. (2) The reactants are [F:1][C:2]1[CH:7]=[CH:6][C:5]([F:8])=[CH:4][C:3]=1[CH:9]([S:20]([C:23]1[CH:28]=[CH:27][C:26]([F:29])=[CH:25][CH:24]=1)(=[O:22])=[O:21])[C:10]1[C:11]([CH3:19])=[CH:12][C:13]([C:16](O)=[O:17])=[N:14][CH:15]=1.Cl.[NH2:31][C@H:32]1[CH2:37][CH2:36][C@H:35]([OH:38])[CH2:34][CH2:33]1.ON1C2C=CC=CC=2N=N1.Cl.C(N=C=NCCCN(C)C)C.CN1CCOCC1. The catalyst is C(Cl)Cl.C(OCC)(=O)C. The product is [F:1][C:2]1[CH:7]=[CH:6][C:5]([F:8])=[CH:4][C:3]=1[CH:9]([S:20]([C:23]1[CH:28]=[CH:27][C:26]([F:29])=[CH:25][CH:24]=1)(=[O:22])=[O:21])[C:10]1[C:11]([CH3:19])=[CH:12][C:13]([C:16]([NH:31][C@H:32]2[CH2:37][CH2:36][C@H:35]([OH:38])[CH2:34][CH2:33]2)=[O:17])=[N:14][CH:15]=1. The yield is 0.920. (3) The reactants are [NH:1]1[C:5]2([CH2:10][CH2:9][O:8][CH2:7][CH2:6]2)[CH2:4][CH2:3][CH:2]1[C:11]([O:13][CH2:14][CH3:15])=[O:12].CCN(C(C)C)C(C)C.[C:25](Cl)(=[O:27])[CH3:26]. The catalyst is ClCCl. The product is [C:25]([N:1]1[C:5]2([CH2:6][CH2:7][O:8][CH2:9][CH2:10]2)[CH2:4][CH2:3][CH:2]1[C:11]([O:13][CH2:14][CH3:15])=[O:12])(=[O:27])[CH3:26]. The yield is 0.580. (4) The product is [CH:20]1([N:17]2[C:5]3[C:6]([O:8][C@@H:9]([C@H:11]4[CH2:15][NH:14][C:13](=[O:16])[CH2:12]4)[CH3:10])=[N:7][C:2]([C:31]4[CH:36]=[CH:35][C:34]([N:37]5[CH2:40][CH:39]([N:41]6[CH2:42][CH2:43][O:44][CH2:45][CH2:46]6)[CH2:38]5)=[CH:33][CH:32]=4)=[CH:3][C:4]=3[N:19]=[CH:18]2)[CH2:22][CH2:21]1. The reactants are Br[C:2]1[N:7]=[C:6]([O:8][C@@H:9]([C@H:11]2[CH2:15][NH:14][C:13](=[O:16])[CH2:12]2)[CH3:10])[C:5]2[N:17]([CH:20]3[CH2:22][CH2:21]3)[CH:18]=[N:19][C:4]=2[CH:3]=1.CC1(C)C(C)(C)OB([C:31]2[CH:36]=[CH:35][C:34]([N:37]3[CH2:40][CH:39]([N:41]4[CH2:46][CH2:45][O:44][CH2:43][CH2:42]4)[CH2:38]3)=[CH:33][CH:32]=2)O1.C(=O)([O-])[O-].[Na+].[Na+]. The yield is 0.0360. The catalyst is O.O1CCOCC1.C1C=CC([P]([Pd]([P](C2C=CC=CC=2)(C2C=CC=CC=2)C2C=CC=CC=2)([P](C2C=CC=CC=2)(C2C=CC=CC=2)C2C=CC=CC=2)[P](C2C=CC=CC=2)(C2C=CC=CC=2)C2C=CC=CC=2)(C2C=CC=CC=2)C2C=CC=CC=2)=CC=1. (5) The reactants are [NH2:1][CH2:2][C:3]1[CH:4]=[C:5]([C:9]2[N:17]3[C:12]([C:13]([NH2:18])=[N:14][CH:15]=[N:16]3)=[C:11]([C:19]3[CH:20]=[CH:21][C:22]4[C:26]([CH:27]=3)=[N:25][N:24]([CH2:28][C:29]3[CH:34]=[CH:33][CH:32]=[CH:31][CH:30]=3)[CH:23]=4)[CH:10]=2)[CH:6]=[CH:7][CH:8]=1.[C:35]1(=O)[CH2:39][CH2:38][CH2:37][CH2:36]1. No catalyst specified. The product is [CH2:28]([N:24]1[CH:23]=[C:22]2[C:26]([CH:27]=[C:19]([C:11]3[CH:10]=[C:9]([C:5]4[CH:6]=[CH:7][CH:8]=[C:3]([CH2:2][NH:1][CH:35]5[CH2:39][CH2:38][CH2:37][CH2:36]5)[CH:4]=4)[N:17]4[C:12]=3[C:13]([NH2:18])=[N:14][CH:15]=[N:16]4)[CH:20]=[CH:21]2)=[N:25]1)[C:29]1[CH:34]=[CH:33][CH:32]=[CH:31][CH:30]=1. The yield is 0.280. (6) The reactants are [Cl:1][C:2]1[N:11]=[C:10](Cl)[C:9]2[C:4](=[CH:5][C:6]([F:13])=[CH:7][CH:8]=2)[N:3]=1.C([Sn](CCCC)(CCCC)[C:19]([O:21][CH2:22][CH3:23])=[CH2:20])CCC. No catalyst specified. The product is [Cl:1][C:2]1[N:11]=[C:10]([C:19]([O:21][CH2:22][CH3:23])=[CH2:20])[C:9]2[C:4](=[CH:5][C:6]([F:13])=[CH:7][CH:8]=2)[N:3]=1. The yield is 0.320. (7) The reactants are Br[C:2]1[CH:7]=[CH:6][C:5]([C@H:8]([NH:13][C@@H:14]([CH2:27][CH:28]([CH3:30])[CH3:29])[C:15]([N:17]2[CH2:21][C@H:20]([F:22])[C@H:19]3[O:23][CH2:24][C@H:25]([OH:26])[C@@H:18]23)=[O:16])[C:9]([F:12])([F:11])[F:10])=[CH:4][CH:3]=1.[C:31]([C:33]1[CH:38]=[CH:37][C:36](B(O)O)=[CH:35][CH:34]=1)#[N:32]. No catalyst specified. The product is [F:10][C:9]([F:12])([F:11])[C@H:8]([C:5]1[CH:6]=[CH:7][C:2]([C:36]2[CH:37]=[CH:38][C:33]([C:31]#[N:32])=[CH:34][CH:35]=2)=[CH:3][CH:4]=1)[NH:13][C@H:14]([C:15]([N:17]1[CH2:21][C@H:20]([F:22])[C@H:19]2[O:23][CH2:24][C@H:25]([OH:26])[C@@H:18]12)=[O:16])[CH2:27][CH:28]([CH3:30])[CH3:29]. The yield is 0.350. (8) The reactants are [CH3:1][O:2][C:3]([C:5]1[C:6]([CH2:10][CH2:11][CH2:12][C:13]([OH:15])=O)=[CH:7][NH:8][CH:9]=1)=[O:4].C(OC(C(F)(F)F)=O)(C(F)(F)F)=O. The catalyst is C(O)(C(F)(F)F)=O.CCOCC. The product is [O:15]=[C:13]1[C:7]2[NH:8][CH:9]=[C:5]([C:3]([O:2][CH3:1])=[O:4])[C:6]=2[CH2:10][CH2:11][CH2:12]1. The yield is 0.640.